From a dataset of Forward reaction prediction with 1.9M reactions from USPTO patents (1976-2016). Predict the product of the given reaction. Given the reactants [ClH:1].C(N(CC)CCNC(C1C=CC2C(=CC=C(I)C=2)C=1)=O)C.[CH2:23]([N:25]([CH2:46][CH3:47])[CH2:26][CH2:27][NH:28][C:29]([C:31]1[C:32]2[C:37]([N:38]=[C:39]3[C:44]=1[CH:43]=[C:42]([I:45])[CH:41]=[CH:40]3)=[CH:36][CH:35]=[CH:34][CH:33]=2)=[O:30])[CH3:24].[K+].[Br-], predict the reaction product. The product is: [ClH:1].[ClH:1].[CH2:46]([N:25]([CH2:23][CH3:24])[CH2:26][CH2:27][NH:28][C:29]([C:31]1[C:32]2[C:37]([N:38]=[C:39]3[C:44]=1[CH:43]=[C:42]([I:45])[CH:41]=[CH:40]3)=[CH:36][CH:35]=[CH:34][CH:33]=2)=[O:30])[CH3:47].